From a dataset of Reaction yield outcomes from USPTO patents with 853,638 reactions. Predict the reaction yield, written as a fraction of the theoretical maximum amount of product (1.0 means a 100% yield; for example, 0.34 means a 34% yield). (1) The reactants are [NH:1]1[CH2:7][C:5](=[O:6])[NH:4][C:2]1=[O:3].[OH-].[K+].[Br:10][C:11]1[CH:12]=[C:13]([CH:16]=[CH:17][CH:18]=1)[CH2:14]Br. The catalyst is CCO.CCOC(C)=O. The product is [Br:10][C:11]1[CH:12]=[C:13]([CH:16]=[CH:17][CH:18]=1)[CH2:14][N:4]1[C:5](=[O:6])[CH2:7][NH:1][C:2]1=[O:3]. The yield is 0.630. (2) The product is [NH2:1][C:4]1[CH:9]=[CH:8][C:7]([C:10]2[S:11][C:12]([CH3:29])=[CH:13][CH:14]=2)=[CH:6][C:5]=1[NH:15][C:16](=[O:28])[C:17]1[CH:18]=[CH:19][C:20]([O:33][CH3:31])=[CH:21][CH:22]=1. The yield is 0.260. The reactants are [N+:1]([C:4]1[CH:9]=[CH:8][C:7]([C:10]2[S:11][CH:12]=[CH:13][CH:14]=2)=[CH:6][C:5]=1[NH:15][C:16](=[O:28])[C:17]1[CH:22]=[CH:21][C:20](C2NN=NN=2)=[CH:19][CH:18]=1)([O-])=O.[CH3:29]O.[C:31](OCC)(=[O:33])C. No catalyst specified. (3) The reactants are [N:1]1([C:6]([O:8][C:9]([CH3:12])([CH3:11])[CH3:10])=[O:7])[CH2:5][CH2:4][CH2:3][CH2:2]1.C1C[C@H]2N(C[C@H]3[C@@H]4CCCCN4C[C@@H]2C3)CC1.C([Li])(CC)C.Br[C:36]1[C:37]([Cl:43])=[N:38][CH:39]=[C:40]([F:42])[CH:41]=1.F[B-](F)(F)F.C(P(C(C)(C)C)C(C)(C)C)(C)(C)C.[NH4+].[OH-]. The catalyst is CC(OC)(C)C.[Cl-].[Zn+2].[Cl-].C([O-])(=O)C.[Pd+2].C([O-])(=O)C. The product is [Cl:43][C:37]1[C:36]([C@H:2]2[CH2:3][CH2:4][CH2:5][N:1]2[C:6]([O:8][C:9]([CH3:12])([CH3:11])[CH3:10])=[O:7])=[CH:41][C:40]([F:42])=[CH:39][N:38]=1. The yield is 0.350. (4) The reactants are [CH3:1][O:2][C:3]1[CH:4]=[C:5]2[C:10](=[CH:11][C:12]=1[CH3:13])[NH:9][CH:8]=[N:7][C:6]2=O.P(Cl)(Cl)([Cl:17])=O.O.C(=O)([O-])O.[Na+]. The catalyst is C(N(CC)C(C)C)(C)C. The product is [Cl:17][C:6]1[C:5]2[C:10](=[CH:11][C:12]([CH3:13])=[C:3]([O:2][CH3:1])[CH:4]=2)[N:9]=[CH:8][N:7]=1. The yield is 0.660. (5) The reactants are [N+:1]([C:4]1[CH:13]=[C:12]2[C:7]([CH2:8][CH2:9][CH2:10][C:11]2=O)=[CH:6][CH:5]=1)([O-:3])=[O:2].[NH2:15][OH:16]. The catalyst is N1C=CC=CC=1. The product is [N+:1]([C:4]1[CH:13]=[C:12]2[C:7]([CH2:8][CH2:9][CH2:10][C:11]2=[N:15][OH:16])=[CH:6][CH:5]=1)([O-:3])=[O:2]. The yield is 0.880. (6) The reactants are [CH3:1][C:2]1[N:3]=[C:4]([CH2:24][CH2:25][CH3:26])[N:5]([CH2:9][C:10]2[CH:15]=[CH:14][C:13]([C:16]3[C:17]([C:22]#[N:23])=[CH:18][CH:19]=[CH:20][CH:21]=3)=[CH:12][CH:11]=2)[C:6](=[O:8])[CH:7]=1.C([O-])(=O)C.[Na+].[Br:32]Br. The catalyst is C(O)(=O)C.C(OCC)(=O)C. The product is [Br:32][C:7]1[C:6](=[O:8])[N:5]([CH2:9][C:10]2[CH:15]=[CH:14][C:13]([C:16]3[C:17]([C:22]#[N:23])=[CH:18][CH:19]=[CH:20][CH:21]=3)=[CH:12][CH:11]=2)[C:4]([CH2:24][CH2:25][CH3:26])=[N:3][C:2]=1[CH3:1]. The yield is 0.640.